From a dataset of Forward reaction prediction with 1.9M reactions from USPTO patents (1976-2016). Predict the product of the given reaction. (1) Given the reactants Cl.[NH:2]1[C:6]2([CH2:11][CH2:10][CH2:9][N:8]([CH2:12][C@@H:13]([C:15]3[CH:24]=[CH:23][C:18]4[C:19](=[O:22])[O:20][CH2:21][C:17]=4[C:16]=3[CH3:25])[OH:14])[CH2:7]2)[CH2:5][CH2:4][CH2:3]1.[CH3:26][C:27]1[C:35]2[CH2:34][O:33][C:32](=[O:36])[C:31]=2[CH:30]=[CH:29][C:28]=1[C@@H:37]1[CH2:39][O:38]1, predict the reaction product. The product is: [N:2]1([CH2:39][C@@H:37]([C:28]2[CH:29]=[CH:30][C:31]3[C:32](=[O:36])[O:33][CH2:34][C:35]=3[C:27]=2[CH3:26])[OH:38])[C:6]2([CH2:11][CH2:10][CH2:9][N:8]([CH2:12][C@@H:13]([C:15]3[CH:24]=[CH:23][C:18]4[C:19](=[O:22])[O:20][CH2:21][C:17]=4[C:16]=3[CH3:25])[OH:14])[CH2:7]2)[CH2:5][CH2:4][CH2:3]1. (2) Given the reactants [NH:1]1[C:9]2[C:4](=[CH:5][CH:6]=[C:7]([NH:10][C:11]3[C:12]4[CH:35]=[CH:34][N:33](S(C5C=CC(C)=CC=5)(=O)=O)[C:13]=4[N:14]=[C:15]([NH:17][C:18]4[CH:23]=[CH:22][C:21]([N:24]5[CH2:29][CH2:28][N:27]([C:30](=[O:32])[CH3:31])[CH2:26][CH2:25]5)=[CH:20][CH:19]=4)[N:16]=3)[CH:8]=2)[CH:3]=[N:2]1.[OH-].[K+], predict the reaction product. The product is: [NH:1]1[C:9]2[C:4](=[CH:5][CH:6]=[C:7]([NH:10][C:11]3[C:12]4[CH:35]=[CH:34][NH:33][C:13]=4[N:14]=[C:15]([NH:17][C:18]4[CH:23]=[CH:22][C:21]([N:24]5[CH2:25][CH2:26][N:27]([C:30](=[O:32])[CH3:31])[CH2:28][CH2:29]5)=[CH:20][CH:19]=4)[N:16]=3)[CH:8]=2)[CH:3]=[N:2]1. (3) The product is: [CH3:1][O:2][C:3](=[O:11])[CH2:4][N:5]1[CH:9]=[C:8]([NH:10][C:25](=[O:26])[CH:24]([NH:23][C:21](=[O:22])[CH2:20][C:15]2[CH:16]=[C:17]([F:19])[CH:18]=[C:13]([F:12])[CH:14]=2)[CH2:28][CH2:29][CH3:30])[N:7]=[CH:6]1. Given the reactants [CH3:1][O:2][C:3](=[O:11])[CH2:4][N:5]1[CH:9]=[C:8]([NH2:10])[N:7]=[CH:6]1.[F:12][C:13]1[CH:14]=[C:15]([CH2:20][C:21]([NH:23][CH:24]([CH2:28][CH2:29][CH3:30])[C:25](O)=[O:26])=[O:22])[CH:16]=[C:17]([F:19])[CH:18]=1, predict the reaction product. (4) Given the reactants [N:1]1[CH:6]=[CH:5][CH:4]=[C:3]([C:7]2[CH:15]=[C:14]3[C:10]([CH2:11][C:12](=[O:16])[NH:13]3)=[CH:9][CH:8]=2)[CH:2]=1.[N:17]1([CH2:22][CH2:23][NH:24][C:25]([C:27]2[C:31]([CH3:32])=[C:30]([CH:33]=O)[NH:29][C:28]=2[CH3:35])=[O:26])[CH2:21][CH2:20][CH2:19][CH2:18]1, predict the reaction product. The product is: [N:17]1([CH2:22][CH2:23][NH:24][C:25]([C:27]2[C:31]([CH3:32])=[C:30]([CH:33]=[C:11]3[C:10]4[C:14](=[CH:15][C:7]([C:3]5[CH:2]=[N:1][CH:6]=[CH:5][CH:4]=5)=[CH:8][CH:9]=4)[NH:13][C:12]3=[O:16])[NH:29][C:28]=2[CH3:35])=[O:26])[CH2:21][CH2:20][CH2:19][CH2:18]1. (5) Given the reactants Cl.[OH:2][C@H:3]1[CH2:6][C@H:5]([C:7]2[CH:12]=[CH:11][C:10]([C:13]3[CH:18]=[CH:17][N:16]([CH2:19][CH2:20][C@@:21]([CH3:36])([S:32]([CH3:35])(=[O:34])=[O:33])[C:22]([NH:24][O:25]C4CCCCO4)=[O:23])[C:15](=[O:37])[CH:14]=3)=[CH:9][CH:8]=2)[CH2:4]1, predict the reaction product. The product is: [OH:25][NH:24][C:22](=[O:23])[C@:21]([CH3:36])([S:32]([CH3:35])(=[O:34])=[O:33])[CH2:20][CH2:19][N:16]1[CH:17]=[CH:18][C:13]([C:10]2[CH:11]=[CH:12][C:7]([C@H:5]3[CH2:4][C@H:3]([OH:2])[CH2:6]3)=[CH:8][CH:9]=2)=[CH:14][C:15]1=[O:37]. (6) Given the reactants [C:1]([O:5][C:6]([NH:8][CH2:9][C:10]1[CH:24]=[CH:23][C:22]([Cl:25])=[CH:21][C:11]=1[CH2:12][NH:13][C:14](=[O:20])[C@@H:15]1[CH2:19][CH2:18][CH2:17][NH:16]1)=[O:7])([CH3:4])([CH3:3])[CH3:2].[C:26]([O:30][C:31]([C:33]1[CH:34]=[C:35]([C@H:39]([C:45]2[CH:50]=[CH:49][CH:48]=[CH:47][N:46]=2)[C@@H:40]([OH:44])[C:41](O)=[O:42])[CH:36]=[CH:37][CH:38]=1)=[O:32])([CH3:29])([CH3:28])[CH3:27].C1C=C2N=NN(O)C2=CC=1.O.C(Cl)CCl.C(N(C(C)C)CC)(C)C, predict the reaction product. The product is: [C:26]([O:30][C:31]([C:33]1[CH:34]=[C:35]([C@H:39]([C:45]2[CH:50]=[CH:49][CH:48]=[CH:47][N:46]=2)[C@@H:40]([OH:44])[C:41]([N:16]2[CH2:17][CH2:18][CH2:19][C@H:15]2[C:14]([NH:13][CH2:12][C:11]2[CH:21]=[C:22]([Cl:25])[CH:23]=[CH:24][C:10]=2[CH2:9][NH:8][C:6]([O:5][C:1]([CH3:4])([CH3:2])[CH3:3])=[O:7])=[O:20])=[O:42])[CH:36]=[CH:37][CH:38]=1)=[O:32])([CH3:29])([CH3:27])[CH3:28]. (7) Given the reactants [Br:1][C:2]1[CH:7]=[CH:6][C:5]([C:8]2[N:12]([C:13]3[CH:18]=[CH:17][C:16]([Cl:19])=[CH:15][C:14]=3[Cl:20])[N:11]=[C:10]([C:21](=[O:29])[CH2:22][CH:23]3[CH2:28][CH2:27][CH2:26][CH2:25][CH2:24]3)[C:9]=2[CH3:30])=[CH:4][CH:3]=1.O, predict the reaction product. The product is: [Br:1][C:2]1[CH:3]=[CH:4][C:5]([C:8]2[N:12]([C:13]3[CH:18]=[CH:17][C:16]([Cl:19])=[CH:15][C:14]=3[Cl:20])[N:11]=[C:10]([CH:21]([OH:29])[CH2:22][CH:23]3[CH2:24][CH2:25][CH2:26][CH2:27][CH2:28]3)[C:9]=2[CH3:30])=[CH:6][CH:7]=1. (8) Given the reactants [CH3:1][O:2][C:3]1[CH:22]=[CH:21][C:6]([CH2:7][C@@H:8]2[C:12]3=[N:13][C:14]4[CH:19]=[CH:18][CH:17]=[CH:16][C:15]=4[N:11]3[C:10](=[O:20])[NH:9]2)=[CH:5][CH:4]=1.Cl.[CH:24]1([CH2:29][NH2:30])[CH2:28][CH2:27][CH2:26][CH2:25]1.C(O)(C(F)(F)F)=O, predict the reaction product. The product is: [NH:11]1[C:15]2[CH:16]=[CH:17][CH:18]=[CH:19][C:14]=2[N:13]=[C:12]1[C@H:8]([NH:9][C:10]([NH:30][CH2:29][CH:24]1[CH2:28][CH2:27][CH2:26][CH2:25]1)=[O:20])[CH2:7][C:6]1[CH:21]=[CH:22][C:3]([O:2][CH3:1])=[CH:4][CH:5]=1.